From a dataset of Full USPTO retrosynthesis dataset with 1.9M reactions from patents (1976-2016). Predict the reactants needed to synthesize the given product. (1) Given the product [F:1][C:2]1[C:3]([NH:10][C:11]2[C:16]([C:17]3[N:25]=[CH:24][N:23]=[C:22]4[C:18]=3[N:19]=[CH:20][N:21]4[CH:26]3[CH2:31][CH2:30][CH2:29][CH2:28][O:27]3)=[CH:15][CH:14]=[CH:13][N:12]=2)=[C:4]([F:9])[CH:5]=[CH:6][C:7]=1[NH:8][S:42]([C:40]1[CH:39]=[CH:38][CH:37]=[C:36]2[C:41]=1[O:32][CH2:33][CH2:34][CH2:35]2)(=[O:43])=[O:44], predict the reactants needed to synthesize it. The reactants are: [F:1][C:2]1[C:7]([NH2:8])=[CH:6][CH:5]=[C:4]([F:9])[C:3]=1[NH:10][C:11]1[C:16]([C:17]2[N:25]=[CH:24][N:23]=[C:22]3[C:18]=2[N:19]=[CH:20][N:21]3[CH:26]2[CH2:31][CH2:30][CH2:29][CH2:28][O:27]2)=[CH:15][CH:14]=[CH:13][N:12]=1.[O:32]1[C:41]2[C:36](=[CH:37][CH:38]=[CH:39][C:40]=2[S:42](Cl)(=[O:44])=[O:43])[CH2:35][CH2:34][CH2:33]1.N1C=CC=CC=1. (2) Given the product [OH:1][NH:3][C:7]([C:9]1[CH:10]=[C:11]2[C:15](=[CH:16][CH:17]=1)[N:14]([CH3:18])[CH:13]=[C:12]2[CH2:19][C:20]1[CH:25]=[CH:24][C:23]([F:26])=[CH:22][CH:21]=1)=[O:6], predict the reactants needed to synthesize it. The reactants are: [OH-:1].[Na+].[NH2:3]O.C[O:6][C:7]([C:9]1[CH:10]=[C:11]2[C:15](=[CH:16][CH:17]=1)[N:14]([CH3:18])[CH:13]=[C:12]2[CH2:19][C:20]1[CH:25]=[CH:24][C:23]([F:26])=[CH:22][CH:21]=1)=O. (3) The reactants are: [N:1]1([C:7]([C:9]2[CH:10]=[CH:11][C:12]([N+:21]([O-])=O)=[C:13]([CH:20]=2)[O:14][CH2:15][C:16](OC)=[O:17])=[O:8])[CH2:6][CH2:5][O:4][CH2:3][CH2:2]1.[H][H]. Given the product [N:1]1([C:7]([C:9]2[CH:10]=[CH:11][C:12]3[NH:21][C:16](=[O:17])[CH2:15][O:14][C:13]=3[CH:20]=2)=[O:8])[CH2:6][CH2:5][O:4][CH2:3][CH2:2]1, predict the reactants needed to synthesize it.